This data is from Forward reaction prediction with 1.9M reactions from USPTO patents (1976-2016). The task is: Predict the product of the given reaction. Given the reactants C([C:4]1[CH:11]=[CH:10][C:7]([C:8]#[N:9])=[CH:6][CH:5]=1)(=O)C.[NH2:12][CH2:13][C:14]([O:16][C:17]([CH3:20])([CH3:19])[CH3:18])=[O:15].[CH3:21][C:22](O)=O.[BH4-].[Na+], predict the reaction product. The product is: [C:8]([C:7]1[CH:10]=[C:11]([CH:21]([NH:12][CH2:13][C:14]([O:16][C:17]([CH3:20])([CH3:19])[CH3:18])=[O:15])[CH3:22])[CH:4]=[CH:5][CH:6]=1)#[N:9].